This data is from Full USPTO retrosynthesis dataset with 1.9M reactions from patents (1976-2016). The task is: Predict the reactants needed to synthesize the given product. (1) Given the product [Cl:1][C:2]1[CH:12]=[CH:11][CH:10]=[C:4]2[C:5]([N:23]([C:22]3[CH:24]=[CH:25][C:19]([O:18][C:14]([F:13])([F:27])[CH:15]([F:16])[F:17])=[CH:20][C:21]=3[CH3:26])[C:8](=[O:9])[C:3]=12)=[O:7], predict the reactants needed to synthesize it. The reactants are: [Cl:1][C:2]1[CH:12]=[CH:11][CH:10]=[C:4]2[C:5]([O:7][C:8](=[O:9])[C:3]=12)=O.[F:13][C:14]([F:27])([O:18][C:19]1[CH:25]=[CH:24][C:22]([NH2:23])=[C:21]([CH3:26])[CH:20]=1)[CH:15]([F:17])[F:16]. (2) Given the product [CH2:1]([O:8][C:9]([N:11]1[CH2:15][CH2:14][CH2:13][CH:12]1[C:16]#[N:17])=[O:10])[C:2]1[CH:3]=[CH:4][CH:5]=[CH:6][CH:7]=1, predict the reactants needed to synthesize it. The reactants are: [CH2:1]([O:8][C:9]([N:11]1[CH2:15][CH2:14][CH2:13][CH:12]1[C:16](=O)[NH2:17])=[O:10])[C:2]1[CH:7]=[CH:6][CH:5]=[CH:4][CH:3]=1.P(Cl)(Cl)(Cl)=O. (3) Given the product [OH:1][C@@:2]1([C:9]#[C:10][C:11]2[CH:12]=[C:13]([N:17]3[C:25]4[C:20](=[CH:21][C:22]([C:26]5[CH:27]=[N:28][N:29]([CH2:31][CH2:32][OH:33])[CH:30]=5)=[CH:23][CH:24]=4)[C:19]([C:34]([NH2:38])=[O:36])=[N:18]3)[CH:14]=[CH:15][CH:16]=2)[CH2:6][CH2:5][N:4]([CH3:7])[C:3]1=[O:8], predict the reactants needed to synthesize it. The reactants are: [OH:1][C@@:2]1([C:9]#[C:10][C:11]2[CH:12]=[C:13]([N:17]3[C:25]4[C:20](=[CH:21][C:22]([C:26]5[CH:27]=[N:28][N:29]([CH2:31][CH2:32][OH:33])[CH:30]=5)=[CH:23][CH:24]=4)[C:19]([C:34]([O:36]C)=O)=[N:18]3)[CH:14]=[CH:15][CH:16]=2)[CH2:6][CH2:5][N:4]([CH3:7])[C:3]1=[O:8].[NH3:38].